This data is from Full USPTO retrosynthesis dataset with 1.9M reactions from patents (1976-2016). The task is: Predict the reactants needed to synthesize the given product. (1) Given the product [Cl:3][C:28]1[C:19]2[C:18]3[C:22](=[CH:23][CH:24]=[C:16]([CH2:15][S:12]([C:6]4[CH:11]=[CH:10][CH:9]=[CH:8][CH:7]=4)(=[O:14])=[O:13])[CH:17]=3)[NH:21][C:20]=2[N:25]=[CH:26][CH:27]=1, predict the reactants needed to synthesize it. The reactants are: P(Cl)(Cl)([Cl:3])=O.[C:6]1([S:12]([CH2:15][C:16]2[CH:17]=[C:18]3[C:22](=[CH:23][CH:24]=2)[NH:21][C:20]2=[N+:25]([O-])[CH:26]=[CH:27][CH:28]=[C:19]32)(=[O:14])=[O:13])[CH:11]=[CH:10][CH:9]=[CH:8][CH:7]=1. (2) Given the product [C:1]([C:3]1[CH:8]=[C:7]([N:9]2[CH:13]=[CH:12][C:11]([N:14]3[CH2:19][CH2:18][O:17][C@@:16]([C@@H:21]([OH:29])[C:22]([OH:24])=[O:23])([CH3:20])[C:15]3=[O:30])=[N:10]2)[CH:6]=[CH:5][N:4]=1)#[N:2], predict the reactants needed to synthesize it. The reactants are: [C:1]([C:3]1[CH:8]=[C:7]([N:9]2[CH:13]=[CH:12][C:11]([N:14]3[CH2:19][CH2:18][O:17][C@@:16]([C@@H:21]([OH:29])[C:22]([O:24]C(C)(C)C)=[O:23])([CH3:20])[C:15]3=[O:30])=[N:10]2)[CH:6]=[CH:5][N:4]=1)#[N:2]. (3) Given the product [NH2:5][CH:3]([CH3:4])[CH:2]([NH:6][C:51](=[O:52])[O:50][CH2:49][C:46]1[CH:47]=[CH:48][CH:43]=[CH:44][CH:45]=1)[CH3:1], predict the reactants needed to synthesize it. The reactants are: [CH3:1][CH:2]([NH2:6])[CH:3]([NH2:5])[CH3:4].CC1C(Br)=C(O)C(Br)=CC=1C1(C2C=C(Br)C(O)=C(Br)C=2C)OS(=O)(=O)C2C=CC=CC1=2.CS(O)(=O)=O.[CH:43]1[CH:48]=[CH:47][C:46]([CH2:49][O:50][C:51](Cl)=[O:52])=[CH:45][CH:44]=1. (4) Given the product [Cl:10][CH2:11][C:12]([NH:7][C:6]1[CH:8]=[CH:9][C:3]([CH2:1][CH3:2])=[CH:4][CH:5]=1)=[O:13], predict the reactants needed to synthesize it. The reactants are: [CH2:1]([C:3]1[CH:9]=[CH:8][C:6]([NH2:7])=[CH:5][CH:4]=1)[CH3:2].[Cl:10][CH2:11][C:12](Cl)=[O:13].O1CCCC1.C(=O)(O)[O-].[Na+]. (5) The reactants are: [CH:1]1([O:6][C:7]2[CH:8]=[C:9]([C@H:15]3[CH2:20][N:19]([C:21]([O:23][C:24]([CH3:27])([CH3:26])[CH3:25])=[O:22])[C:18](=[O:28])[CH2:17][CH2:16]3)[CH:10]=[CH:11][C:12]=2[O:13][CH3:14])[CH2:5][CH2:4][CH2:3][CH2:2]1.[Li+].CC([N-]C(C)C)C.CN1C(=O)N(C)CCC1.Br[CH2:47][C:48]([O:50][C:51]([CH3:54])([CH3:53])[CH3:52])=[O:49]. Given the product [C:51]([O:50][C:48](=[O:49])[CH2:47][CH:17]1[CH2:16][C@@H:15]([C:9]2[CH:10]=[CH:11][C:12]([O:13][CH3:14])=[C:7]([O:6][CH:1]3[CH2:2][CH2:3][CH2:4][CH2:5]3)[CH:8]=2)[CH2:20][N:19]([C:21]([O:23][C:24]([CH3:25])([CH3:27])[CH3:26])=[O:22])[C:18]1=[O:28])([CH3:54])([CH3:53])[CH3:52], predict the reactants needed to synthesize it. (6) Given the product [CH2:1]([O:3][C:4]([C:6]1[C:7](=[O:27])[C:8]2[CH:13]=[N:12][C:11]([S:14][CH3:15])=[N:10][C:9]=2[N:16]([C:18]2[CH:19]=[C:20]3[C:24](=[CH:25][CH:26]=2)[CH2:23][CH2:22][CH2:21]3)[CH:17]=1)=[O:5])[CH3:2], predict the reactants needed to synthesize it. The reactants are: [CH2:1]([O:3][C:4]([CH:6]1[CH2:17][N:16]([C:18]2[CH:19]=[C:20]3[C:24](=[CH:25][CH:26]=2)[CH2:23][CH2:22][CH2:21]3)[C:9]2[N:10]=[C:11]([S:14][CH3:15])[N:12]=[CH:13][C:8]=2[C:7]1=[O:27])=[O:5])[CH3:2].BrBr.C(N(CC)CC)C. (7) The reactants are: [F:1][C:2]1[CH:10]=[C:9]([CH3:11])[C:5]([C:6]([OH:8])=O)=[CH:4][N:3]=1.[CH2:12]([C:14]1[CH:15]=[C:16]([CH3:26])[C:17]([N:20]2[CH2:25][CH2:24][NH:23][CH2:22][CH2:21]2)=[N:18][CH:19]=1)[CH3:13]. Given the product [CH2:12]([C:14]1[CH:15]=[C:16]([CH3:26])[C:17]([N:20]2[CH2:21][CH2:22][N:23]([C:6]([C:5]3[CH:4]=[N:3][C:2]([F:1])=[CH:10][C:9]=3[CH3:11])=[O:8])[CH2:24][CH2:25]2)=[N:18][CH:19]=1)[CH3:13], predict the reactants needed to synthesize it.